Dataset: Forward reaction prediction with 1.9M reactions from USPTO patents (1976-2016). Task: Predict the product of the given reaction. (1) Given the reactants C=CCN1[C@@H]2CC3C=CC(O)=C4O[C@H]5[C@@H](O)C=C[C@@H]2[C@]5(C=34)CC1.[CH:24]1[C:29]2[CH2:30][C@H:31]3[N:36]([CH2:37][CH:38]4CC[CH2:39]4)[CH2:35][CH2:34][C@:33]45[C@H:42]([C@@H:44]([OH:47])[CH2:45][CH2:46][C@@:32]34[OH:48])[O:43][C:27]([C:28]=25)=[C:26]([OH:49])[CH:25]=1, predict the reaction product. The product is: [O:43]1[CH:42]2[C@@:33]34[CH2:34][CH2:35][N:36]([CH2:37][CH:38]=[CH2:39])[C@@H:31]([C@:32]3([OH:48])[CH2:46][CH2:45][C:44]2=[O:47])[CH2:30][C:29]2=[C:28]4[C:27]1=[C:26]([OH:49])[CH:25]=[CH:24]2. (2) Given the reactants C([O:4][C@@H:5]1[C@H:9]([O:10][CH2:11][C:12]2[CH:17]=[CH:16][CH:15]=[CH:14][CH:13]=2)[C@@:8]([CH2:37][O:38][S:39]([C:42]2[CH:47]=[CH:46][C:45]([CH3:48])=[CH:44][CH:43]=2)(=[O:41])=[O:40])([CH2:18][O:19][Si:20]([C:33]([CH3:36])([CH3:35])[CH3:34])([C:27]2[CH:32]=[CH:31][CH:30]=[CH:29][CH:28]=2)[C:21]2[CH:26]=[CH:25][CH:24]=[CH:23][CH:22]=2)[O:7][C@H:6]1[N:49]1[C:64]2[N:63]=[C:56]([NH:57][C:58](=[O:62])[CH:59]([CH3:61])[CH3:60])[NH:55][C:53](=[O:54])[C:52]=2[N:51]=[CH:50]1)(=O)C.C(=O)([O-])[O-].[K+].[K+].Cl, predict the reaction product. The product is: [CH2:11]([O:10][C@@H:9]1[C@@:8]([CH2:37][O:38][S:39]([C:42]2[CH:43]=[CH:44][C:45]([CH3:48])=[CH:46][CH:47]=2)(=[O:40])=[O:41])([CH2:18][O:19][Si:20]([C:33]([CH3:34])([CH3:36])[CH3:35])([C:27]2[CH:32]=[CH:31][CH:30]=[CH:29][CH:28]=2)[C:21]2[CH:22]=[CH:23][CH:24]=[CH:25][CH:26]=2)[O:7][C@@H:6]([N:49]2[C:64]3[N:63]=[C:56]([NH:57][C:58](=[O:62])[CH:59]([CH3:60])[CH3:61])[NH:55][C:53](=[O:54])[C:52]=3[N:51]=[CH:50]2)[C@@H:5]1[OH:4])[C:12]1[CH:13]=[CH:14][CH:15]=[CH:16][CH:17]=1. (3) Given the reactants C(NC(C)C)(C)C.C([Li])CCC.[Li+].CC([N-]C(C)C)C.[F:21][C:22]1[CH:27]=[CH:26][C:25]([F:28])=[CH:24][N:23]=1.[B:29](OC(C)C)([O:34]C(C)C)[O:30]C(C)C.Cl, predict the reaction product. The product is: [F:21][C:22]1[CH:27]=[C:26]([B:29]([OH:34])[OH:30])[C:25]([F:28])=[CH:24][N:23]=1. (4) Given the reactants [NH2:1][C:2]1[CH:3]=[CH:4][C:5]([C:8]([F:11])([F:10])[F:9])=[N:6][CH:7]=1.Cl[C:13]1[CH:18]=[N:17][CH:16]=[CH:15][N:14]=1, predict the reaction product. The product is: [N:14]1[CH:15]=[CH:16][N:17]=[CH:18][C:13]=1[NH:1][C:2]1[CH:7]=[N:6][C:5]([C:8]([F:11])([F:9])[F:10])=[CH:4][CH:3]=1. (5) Given the reactants [NH2:1][C:2]1[CH:3]=[C:4]([C:8]2[C:12]([C:13]3[CH:18]=[CH:17][N:16]=[C:15]([NH2:19])[N:14]=3)=[CH:11][N:10]([CH2:20][C:21]3[CH:26]=[CH:25][C:24]([O:27][CH3:28])=[CH:23][CH:22]=3)[N:9]=2)[CH:5]=[CH:6][CH:7]=1.[F:29][C:30]([F:41])([F:40])[C:31]1[CH:36]=[CH:35][C:34]([N:37]=[C:38]=[O:39])=[CH:33][CH:32]=1.[Na], predict the reaction product. The product is: [NH2:19][C:15]1[N:14]=[C:13]([C:12]2[C:8]([C:4]3[CH:3]=[C:2]([NH:1][C:38]([NH:37][C:34]4[CH:33]=[CH:32][C:31]([C:30]([F:29])([F:40])[F:41])=[CH:36][CH:35]=4)=[O:39])[CH:7]=[CH:6][CH:5]=3)=[N:9][N:10]([CH2:20][C:21]3[CH:22]=[CH:23][C:24]([O:27][CH3:28])=[CH:25][CH:26]=3)[CH:11]=2)[CH:18]=[CH:17][N:16]=1.